This data is from Full USPTO retrosynthesis dataset with 1.9M reactions from patents (1976-2016). The task is: Predict the reactants needed to synthesize the given product. (1) Given the product [C:2]1([C:1]2[S:9][CH:11]=[C:12]([C:13]([O:15][CH3:16])=[O:14])[N:8]=2)[CH:7]=[CH:6][CH:5]=[CH:4][CH:3]=1, predict the reactants needed to synthesize it. The reactants are: [C:1](=[S:9])([NH2:8])[C:2]1[CH:7]=[CH:6][CH:5]=[CH:4][CH:3]=1.Br[CH2:11][C:12](=O)[C:13]([O:15][CH2:16]C)=[O:14]. (2) Given the product [CH2:24]([O:11][C:5]1[CH:6]=[C:7]([N+:8]([O-:10])=[O:9])[C:2]([Br:1])=[CH:3][C:4]=1[CH:12]1[CH2:17][CH2:16][CH2:15][CH2:14][CH2:13]1)[C:25]1[CH:30]=[CH:29][CH:28]=[CH:27][CH:26]=1, predict the reactants needed to synthesize it. The reactants are: [Br:1][C:2]1[C:7]([N+:8]([O-:10])=[O:9])=[CH:6][C:5]([OH:11])=[C:4]([CH:12]2[CH2:17][CH2:16][CH2:15][CH2:14][CH2:13]2)[CH:3]=1.C([O-])([O-])=O.[Cs+].[Cs+].[CH2:24](Br)[C:25]1[CH:30]=[CH:29][CH:28]=[CH:27][CH:26]=1. (3) Given the product [OH:15][CH2:14][C@@H:9]1[CH2:10][CH:11]([CH3:13])[CH2:12][N:8]1[C:6]([O:5][C:1]([CH3:2])([CH3:4])[CH3:3])=[O:7], predict the reactants needed to synthesize it. The reactants are: [C:1]([O:5][C:6]([N:8]1[CH2:12][CH:11]([CH3:13])[CH2:10][C@H:9]1[C:14](O)=[O:15])=[O:7])([CH3:4])([CH3:3])[CH3:2].B.[NH4+].[Cl-].O. (4) Given the product [C:18]([O:17][C:15](=[O:16])[CH2:14][O:8][CH2:7][C:6]1[CH:9]=[CH:10][C:11]([CH3:12])=[C:4]([I:3])[CH:5]=1)([CH3:21])([CH3:20])[CH3:19], predict the reactants needed to synthesize it. The reactants are: [H-].[Na+].[I:3][C:4]1[CH:5]=[C:6]([CH:9]=[CH:10][C:11]=1[CH3:12])[CH2:7][OH:8].Br[CH2:14][C:15]([O:17][C:18]([CH3:21])([CH3:20])[CH3:19])=[O:16]. (5) Given the product [ClH:1].[NH2:2][C:3]1[C:12]2[CH:11]=[C:10]([CH2:13][N:14]3[CH2:18][CH2:17][C@H:16]([NH:19][S:20]([C:23]4[CH:32]=[CH:31][C:30]5[C:25](=[CH:26][C:27]([O:33][CH3:34])=[CH:28][CH:29]=5)[CH:24]=4)(=[O:22])=[O:21])[C:15]3=[O:35])[O:40][C:7]=2[CH:6]=[CH:5][N:4]=1, predict the reactants needed to synthesize it. The reactants are: [ClH:1].[NH2:2][C:3]1[C:12]2[C:7](=CC=[C:10]([CH2:13][N:14]3[CH2:18][CH2:17][C@H:16]([NH:19][S:20]([C:23]4[CH:32]=[CH:31][C:30]5[C:25](=[CH:26][C:27]([O:33][CH3:34])=[CH:28][CH:29]=5)[CH:24]=4)(=[O:22])=[O:21])[C:15]3=[O:35])[CH:11]=2)[CH:6]=[CH:5][N:4]=1.C([O:40]C(=O)N[C@H]1CCN(NCC2OC3C=CN=C(N)C=3C=2)C1=O)(C)(C)C. (6) Given the product [Cl:3][CH2:12][C:10]1[N:11]=[C:7]([C:6]([F:15])([F:14])[F:5])[S:8][CH:9]=1, predict the reactants needed to synthesize it. The reactants are: S(Cl)([Cl:3])=O.[F:5][C:6]([F:15])([F:14])[C:7]1[S:8][CH:9]=[C:10]([CH2:12]O)[N:11]=1.